Dataset: Full USPTO retrosynthesis dataset with 1.9M reactions from patents (1976-2016). Task: Predict the reactants needed to synthesize the given product. (1) Given the product [C:5]([C:4]1[CH:7]=[CH:8][C:9]2[NH:10][C:11](=[O:12])[NH:1][C:2]=2[CH:3]=1)#[N:6], predict the reactants needed to synthesize it. The reactants are: [NH2:1][C:2]1[CH:3]=[C:4]([CH:7]=[CH:8][C:9]=1[NH2:10])[C:5]#[N:6].[C:11](N1C=CN=C1)(N1C=CN=C1)=[O:12]. (2) Given the product [Cl:1][C:2]1[CH:3]=[C:4]([CH2:20][OH:22])[C:5]([C:13]2[CH:18]=[CH:17][CH:16]=[C:15]([F:19])[CH:14]=2)=[C:6]([N+:10]([O-:12])=[O:11])[C:7]=1[CH:8]=[O:41], predict the reactants needed to synthesize it. The reactants are: [Cl:1][C:2]1[CH:3]=[C:4]([C:20]([O:22]C)=O)[C:5]([C:13]2[CH:18]=[CH:17][CH:16]=[C:15]([F:19])[CH:14]=2)=[C:6]([N+:10]([O-:12])=[O:11])[C:7]=1[C:8]#N.[H-].C([Al+]CC(C)C)C(C)C.CCCCCC.Cl.[OH2:41]. (3) Given the product [CH2:19]([O:9][C:8]1[CH:10]=[CH:11][C:3]([CH:2]=[O:1])=[CH:4][C:5]=1[O:6][CH3:7])[CH2:20][CH3:21], predict the reactants needed to synthesize it. The reactants are: [O:1]=[CH:2][C:3]1[CH:11]=[CH:10][C:8]([OH:9])=[C:5]([O:6][CH3:7])[CH:4]=1.C(=O)([O-])[O-].[K+].[K+].Br[CH2:19][CH2:20][CH3:21].